Task: Regression. Given a peptide amino acid sequence and an MHC pseudo amino acid sequence, predict their binding affinity value. This is MHC class I binding data.. Dataset: Peptide-MHC class I binding affinity with 185,985 pairs from IEDB/IMGT The peptide sequence is NHINVEPSL. The MHC is HLA-B38:01 with pseudo-sequence HLA-B38:01. The binding affinity (normalized) is 0.621.